Dataset: Peptide-MHC class I binding affinity with 185,985 pairs from IEDB/IMGT. Task: Regression. Given a peptide amino acid sequence and an MHC pseudo amino acid sequence, predict their binding affinity value. This is MHC class I binding data. The peptide sequence is AYDHGNVIL. The MHC is HLA-B15:01 with pseudo-sequence HLA-B15:01. The binding affinity (normalized) is 0.0847.